This data is from Full USPTO retrosynthesis dataset with 1.9M reactions from patents (1976-2016). The task is: Predict the reactants needed to synthesize the given product. (1) Given the product [CH3:1][O:2][C:3]1[C:4](=[O:25])[C:5]([CH3:24])=[C:6]([CH2:12][C:13]2[CH:14]=[C:15]([CH2:19][CH2:20][C:21]([N:26]3[CH2:31][CH2:30][S:29][CH2:28][CH2:27]3)=[O:22])[CH:16]=[CH:17][CH:18]=2)[C:7](=[O:11])[C:8]=1[O:9][CH3:10], predict the reactants needed to synthesize it. The reactants are: [CH3:1][O:2][C:3]1[C:4](=[O:25])[C:5]([CH3:24])=[C:6]([CH2:12][C:13]2[CH:14]=[C:15]([CH2:19][CH2:20][C:21](O)=[O:22])[CH:16]=[CH:17][CH:18]=2)[C:7](=[O:11])[C:8]=1[O:9][CH3:10].[NH:26]1[CH2:31][CH2:30][S:29][CH2:28][CH2:27]1. (2) The reactants are: CC1C=CC([N+]([O-])=O)=CC=1C=O.C(NC(C1CCNCC1)=O)(C)(C)C.[C:26]([NH:30][C:31]([CH:33]1[CH2:38][CH2:37][N:36]([CH2:39][C:40]2[CH:45]=[C:44]([N+:46]([O-])=O)[CH:43]=[CH:42][C:41]=2[CH3:49])[CH2:35][CH2:34]1)=[O:32])([CH3:29])([CH3:28])[CH3:27]. Given the product [C:26]([NH:30][C:31]([CH:33]1[CH2:38][CH2:37][N:36]([CH2:39][C:40]2[CH:45]=[C:44]([NH2:46])[CH:43]=[CH:42][C:41]=2[CH3:49])[CH2:35][CH2:34]1)=[O:32])([CH3:29])([CH3:28])[CH3:27], predict the reactants needed to synthesize it. (3) Given the product [CH2:9]([O:8][C:6]([N:4]1[CH2:5][CH2:1][CH2:2][C@@H:3]1[C:16]([N:29]1[CH2:30][CH2:31][CH:26]([CH2:19][C:20]2[CH:25]=[CH:24][CH:23]=[CH:22][CH:21]=2)[CH2:27][CH2:28]1)=[O:18])=[O:7])[C:10]1[CH:11]=[CH:12][CH:13]=[CH:14][CH:15]=1, predict the reactants needed to synthesize it. The reactants are: [CH2:1]1[CH2:5][N:4]([C:6]([O:8][CH2:9][C:10]2[CH:15]=[CH:14][CH:13]=[CH:12][CH:11]=2)=[O:7])[C@@H:3]([C:16]([OH:18])=O)[CH2:2]1.[CH2:19]([CH:26]1[CH2:31][CH2:30][NH:29][CH2:28][CH2:27]1)[C:20]1[CH:25]=[CH:24][CH:23]=[CH:22][CH:21]=1.OC1C2N=NNC=2C=CC=1.CCN=C=NCCCN(C)C. (4) Given the product [CH3:38][C:33]1[C:32]([NH:29][C:30](=[O:31])[NH:1][C:2]2[CH:7]=[CH:6][C:5]([N:8]3[CH2:13][CH2:12][CH:11]([N:14]([C:22]4[CH:23]=[CH:24][CH:25]=[CH:26][CH:27]=4)[C:15](=[O:21])[CH:16]([CH2:19][CH3:20])[CH2:17][CH3:18])[CH2:10][CH2:9]3)=[C:4]([F:28])[CH:3]=2)=[C:36]([CH3:37])[O:35][N:34]=1, predict the reactants needed to synthesize it. The reactants are: [NH2:1][C:2]1[CH:7]=[CH:6][C:5]([N:8]2[CH2:13][CH2:12][CH:11]([N:14]([C:22]3[CH:27]=[CH:26][CH:25]=[CH:24][CH:23]=3)[C:15](=[O:21])[CH:16]([CH2:19][CH3:20])[CH2:17][CH3:18])[CH2:10][CH2:9]2)=[C:4]([F:28])[CH:3]=1.[N:29]([C:32]1[C:33]([CH3:38])=[N:34][O:35][C:36]=1[CH3:37])=[C:30]=[O:31]. (5) Given the product [CH3:2][N:3]([CH3:10])[CH2:4][CH2:5][CH2:6][C:7]([O:9][CH:30]([CH2:29][CH2:28][CH2:27][CH2:26][CH2:25][CH2:24][CH2:23][CH2:22][CH2:21]/[CH:20]=[CH:19]\[CH2:18]/[CH:17]=[CH:16]\[CH2:15][CH2:14][CH2:13][CH2:12][CH3:11])[CH2:31][CH2:32][CH2:33][CH2:34][CH2:35][CH2:36][CH2:37][CH2:38][CH3:39])=[O:8], predict the reactants needed to synthesize it. The reactants are: Cl.[CH3:2][N:3]([CH3:10])[CH2:4][CH2:5][CH2:6][C:7]([OH:9])=[O:8].[CH3:11][CH2:12][CH2:13][CH2:14][CH2:15][CH2:16][CH2:17][CH2:18][CH2:19][CH:20](O)[CH2:21][CH2:22][CH2:23][CH2:24][CH2:25][CH2:26][CH2:27][CH2:28][CH2:29][CH:30]=[CH:31][CH2:32][CH:33]=[CH:34][CH2:35][CH2:36][CH2:37][CH2:38][CH3:39].C(Cl)CCl.CCN(C(C)C)C(C)C. (6) Given the product [CH3:12][C:13]1[CH:14]=[C:15]([NH:19][C:20]2[S:21][CH:2]=[C:3]([C:5]3[CH:10]=[CH:9][N:8]=[C:7]([CH3:11])[CH:6]=3)[N:22]=2)[CH:16]=[CH:17][CH:18]=1, predict the reactants needed to synthesize it. The reactants are: Br[CH2:2][C:3]([C:5]1[CH:10]=[CH:9][N:8]=[C:7]([CH3:11])[CH:6]=1)=O.[CH3:12][C:13]1[CH:14]=[C:15]([NH:19][C:20]([NH2:22])=[S:21])[CH:16]=[CH:17][CH:18]=1.N.